From a dataset of NCI-60 drug combinations with 297,098 pairs across 59 cell lines. Regression. Given two drug SMILES strings and cell line genomic features, predict the synergy score measuring deviation from expected non-interaction effect. (1) Drug 1: C1CCN(CC1)CCOC2=CC=C(C=C2)C(=O)C3=C(SC4=C3C=CC(=C4)O)C5=CC=C(C=C5)O. Drug 2: C1=CC(=CC=C1CC(C(=O)O)N)N(CCCl)CCCl.Cl. Cell line: HCC-2998. Synergy scores: CSS=6.28, Synergy_ZIP=1.26, Synergy_Bliss=6.63, Synergy_Loewe=-2.36, Synergy_HSA=-2.94. (2) Drug 1: C1C(C(OC1N2C=C(C(=O)NC2=O)F)CO)O. Drug 2: CN(C(=O)NC(C=O)C(C(C(CO)O)O)O)N=O. Cell line: OVCAR-4. Synergy scores: CSS=8.51, Synergy_ZIP=-3.68, Synergy_Bliss=-0.645, Synergy_Loewe=-9.25, Synergy_HSA=-0.156.